Dataset: Reaction yield outcomes from USPTO patents with 853,638 reactions. Task: Predict the reaction yield, written as a fraction of the theoretical maximum amount of product (1.0 means a 100% yield; for example, 0.34 means a 34% yield). The reactants are [N:1]1[C:2]([C:10]2[CH:11]=[C:12]([CH:16]=[CH:17][CH:18]=2)C(O)=O)=[CH:3][N:4]2[C:9]=1[CH:8]=[CH:7][CH:6]=[N:5]2.C1C=CC(P(N=[N+]=[N-])(C2C=CC=CC=2)=[O:26])=CC=1.CC[N:38]([CH2:41]C)CC.[CH3:43][C:44]([OH:47])([CH3:46])[CH3:45]. The catalyst is C1(C)C=CC=CC=1.O. The product is [N:1]1[C:2]([C:10]2[CH:11]=[C:12]([NH:38][C:41](=[O:26])[O:47][C:44]([CH3:46])([CH3:45])[CH3:43])[CH:16]=[CH:17][CH:18]=2)=[CH:3][N:4]2[C:9]=1[CH:8]=[CH:7][CH:6]=[N:5]2. The yield is 0.385.